This data is from Catalyst prediction with 721,799 reactions and 888 catalyst types from USPTO. The task is: Predict which catalyst facilitates the given reaction. (1) Reactant: [CH2:1]([O:4][CH2:5][CH:6]1[CH2:11][CH2:10][CH2:9][N:8](C(OC(C)(C)C)=O)[CH2:7]1)[CH:2]=[CH2:3].[ClH:19]. Product: [ClH:19].[CH2:1]([O:4][CH2:5][CH:6]1[CH2:11][CH2:10][CH2:9][NH:8][CH2:7]1)[CH:2]=[CH2:3]. The catalyst class is: 12. (2) Reactant: [CH2:1]([O:8][C:9]([N:11]1[CH2:15][CH2:14][CH2:13][CH:12]1[C:16](=[O:28])[CH:17](C(OC(C)(C)C)=O)[C:18](=[O:20])[CH3:19])=[O:10])[C:2]1[CH:7]=[CH:6][CH:5]=[CH:4][CH:3]=1.O.C1(C)C=CC(S(O)(=O)=O)=CC=1. Product: [CH2:1]([O:8][C:9]([N:11]1[CH2:15][CH2:14][CH2:13][CH:12]1[C:16](=[O:28])[CH2:17][C:18](=[O:20])[CH3:19])=[O:10])[C:2]1[CH:7]=[CH:6][CH:5]=[CH:4][CH:3]=1. The catalyst class is: 11.